Dataset: Orexin1 receptor HTS with 218,158 compounds and 233 confirmed actives. Task: Binary Classification. Given a drug SMILES string, predict its activity (active/inactive) in a high-throughput screening assay against a specified biological target. The drug is O(C(=O)C1N(C2=NC(=C(C3N(c4c(C23C1)cc(OC)cc4)C)C(OC)=O)C(OC)=O)C(=O)NC1CCCCC1)C. The result is 0 (inactive).